From a dataset of Full USPTO retrosynthesis dataset with 1.9M reactions from patents (1976-2016). Predict the reactants needed to synthesize the given product. (1) Given the product [CH3:20][O:19][C:16]1[CH:17]=[CH:18][C:13]([P:22](=[O:21])([C:13]2[CH:18]=[CH:17][C:16]([O:19][CH3:20])=[CH:15][CH:14]=2)[C:3]2[CH:8]=[C:7]([CH3:9])[C:6]([CH3:10])=[CH:5][C:4]=2[CH3:11])=[CH:14][CH:15]=1, predict the reactants needed to synthesize it. The reactants are: [Mg].Br[C:3]1[C:4]([CH3:11])=[CH:5][C:6]([CH3:10])=[C:7]([CH3:9])[CH:8]=1.Br[C:13]1[CH:18]=[CH:17][C:16]([O:19][CH3:20])=[CH:15][CH:14]=1.[O:21]=[P:22](Cl)(Cl)Cl. (2) Given the product [F:18][C:15]([F:16])([F:17])[C:11]1[CH:10]=[C:9]([N:6]2[CH:7]=[CH:8][C:4]([NH2:1])=[N:5]2)[CH:14]=[CH:13][CH:12]=1, predict the reactants needed to synthesize it. The reactants are: [N+:1]([C:4]1[CH:8]=[CH:7][N:6]([C:9]2[CH:14]=[CH:13][CH:12]=[C:11]([C:15]([F:18])([F:17])[F:16])[CH:10]=2)[N:5]=1)([O-])=O. (3) Given the product [CH3:10][O:9][C:5]1[CH:6]=[CH:7][CH:8]=[C:3]([C:1]#[C:2][C:27]([C:29]2[N:33]3[CH:34]=[CH:35][C:36]([O:38][CH2:39][CH2:40][O:41][CH3:42])=[CH:37][C:32]3=[N:31][CH:30]=2)=[O:28])[C:4]=1[NH:11][C:12](=[O:18])[O:13][C:14]([CH3:15])([CH3:17])[CH3:16], predict the reactants needed to synthesize it. The reactants are: [C:1]([C:3]1[CH:8]=[CH:7][CH:6]=[C:5]([O:9][CH3:10])[C:4]=1[NH:11][C:12](=[O:18])[O:13][C:14]([CH3:17])([CH3:16])[CH3:15])#[CH:2].C([Li])CCC.CON(C)[C:27]([C:29]1[N:33]2[CH:34]=[CH:35][C:36]([O:38][CH2:39][CH2:40][O:41][CH3:42])=[CH:37][C:32]2=[N:31][CH:30]=1)=[O:28]. (4) The reactants are: [CH3:1][C:2]1[C:3]2[CH:13]=[CH:12][CH:11]=[CH:10][C:4]=2[S:5][C:6]=1[C:7]([OH:9])=O.[NH2:14][CH2:15][C:16]1[CH:17]=[C:18]([CH:34]=[C:35]([F:37])[CH:36]=1)[O:19][C:20]1[CH:32]=[CH:31][C:23]([O:24][C:25]([CH3:30])([CH3:29])[C:26]([OH:28])=[O:27])=[C:22]([CH3:33])[CH:21]=1. Given the product [F:37][C:35]1[CH:34]=[C:18]([CH:17]=[C:16]([CH2:15][NH:14][C:7]([C:6]2[S:5][C:4]3[CH:10]=[CH:11][CH:12]=[CH:13][C:3]=3[C:2]=2[CH3:1])=[O:9])[CH:36]=1)[O:19][C:20]1[CH:32]=[CH:31][C:23]([O:24][C:25]([CH3:29])([CH3:30])[C:26]([OH:28])=[O:27])=[C:22]([CH3:33])[CH:21]=1, predict the reactants needed to synthesize it. (5) Given the product [NH2:1][C:4]1[CH:5]=[C:6]([CH2:10][C:11]([NH:13][C:14]2[CH:15]=[C:16]([NH:20][C:21](=[O:27])[O:22][C:23]([CH3:25])([CH3:24])[CH3:26])[CH:17]=[CH:18][CH:19]=2)=[O:12])[CH:7]=[CH:8][CH:9]=1, predict the reactants needed to synthesize it. The reactants are: [N+:1]([C:4]1[CH:5]=[C:6]([CH2:10][C:11]([NH:13][C:14]2[CH:15]=[C:16]([NH:20][C:21](=[O:27])[O:22][C:23]([CH3:26])([CH3:25])[CH3:24])[CH:17]=[CH:18][CH:19]=2)=[O:12])[CH:7]=[CH:8][CH:9]=1)([O-])=O.[H][H]. (6) The reactants are: [CH2:1]([O:5][C:6]([C:8]1[N:9]=[CH:10][C:11]2[C:16]([C:17]=1[OH:18])=[CH:15][CH:14]=[C:13]([O:19][C:20]1[CH:25]=[CH:24][CH:23]=[CH:22][CH:21]=1)[CH:12]=2)=[O:7])[CH2:2][CH2:3][CH3:4].[N+:26]([O-])([OH:28])=[O:27]. Given the product [CH2:1]([O:5][C:6]([C:8]1[N:9]=[CH:10][C:11]2[C:16]([C:17]=1[OH:18])=[CH:15][CH:14]=[C:13]([O:19][C:20]1[CH:25]=[CH:24][C:23]([N+:26]([O-:28])=[O:27])=[CH:22][CH:21]=1)[CH:12]=2)=[O:7])[CH2:2][CH2:3][CH3:4], predict the reactants needed to synthesize it. (7) Given the product [N:1]1[N:2]([C:6]2[CH:7]=[C:8]([NH:12][C:13]3[C:14]([C:27]([NH2:28])=[O:35])=[N:15][CH:16]=[C:17]([NH:19][C@@H:20]4[CH2:25][CH2:24][CH2:23][CH2:22][C@@H:21]4[NH2:26])[CH:18]=3)[CH:9]=[CH:10][CH:11]=2)[N:3]=[CH:4][CH:5]=1, predict the reactants needed to synthesize it. The reactants are: [N:1]1[N:2]([C:6]2[CH:7]=[C:8]([NH:12][C:13]3[C:14]([C:27]#[N:28])=[N:15][CH:16]=[C:17]([NH:19][C@@H:20]4[CH2:25][CH2:24][CH2:23][CH2:22][C@@H:21]4[NH2:26])[CH:18]=3)[CH:9]=[CH:10][CH:11]=2)[N:3]=[CH:4][CH:5]=1.[OH-].[Na+].OO.CC(O)=[O:35]. (8) Given the product [S:49]([O:1][CH2:2][CH2:3][CH2:4][CH2:5][CH2:6][C:7]1[CH:12]=[CH:11][C:10]([CH2:13][CH2:14][C:15]2[C:24]([CH3:25])=[C:23]([O:26][Si:27]([C:30]([CH3:33])([CH3:32])[CH3:31])([CH3:29])[CH3:28])[C:22]3[C:17](=[CH:18][CH:19]=[CH:20][CH:21]=3)[N:16]=2)=[CH:9][CH:8]=1)([C:46]1[CH:47]=[CH:48][C:43]([CH3:53])=[CH:44][CH:45]=1)(=[O:51])=[O:50], predict the reactants needed to synthesize it. The reactants are: [OH:1][CH2:2][CH2:3][CH2:4][CH2:5][CH2:6][C:7]1[CH:12]=[CH:11][C:10]([CH2:13][CH2:14][C:15]2[C:24]([CH3:25])=[C:23]([O:26][Si:27]([C:30]([CH3:33])([CH3:32])[CH3:31])([CH3:29])[CH3:28])[C:22]3[C:17](=[CH:18][CH:19]=[CH:20][CH:21]=3)[N:16]=2)=[CH:9][CH:8]=1.CN(C1C=CC=CN=1)C.[C:43]1([CH3:53])[CH:48]=[CH:47][C:46]([S:49](Cl)(=[O:51])=[O:50])=[CH:45][CH:44]=1.C(N(C(C)C)CC)(C)C. (9) Given the product [Br:30][C:11]1[C:10](=[O:29])[C:9]([OH:8])=[C:14]2[C:15](=[O:27])[N:16]([CH2:19][C:20]3[CH:25]=[CH:24][C:23]([F:26])=[CH:22][CH:21]=3)[CH2:17][CH2:18][N:13]2[C:12]=1[CH3:28], predict the reactants needed to synthesize it. The reactants are: C([O:8][C:9]1[C:10](=[O:29])[CH:11]=[C:12]([CH3:28])[N:13]2[CH2:18][CH2:17][N:16]([CH2:19][C:20]3[CH:25]=[CH:24][C:23]([F:26])=[CH:22][CH:21]=3)[C:15](=[O:27])[C:14]=12)C1C=CC=CC=1.[Br:30]Br.